This data is from Peptide-MHC class I binding affinity with 185,985 pairs from IEDB/IMGT. The task is: Regression. Given a peptide amino acid sequence and an MHC pseudo amino acid sequence, predict their binding affinity value. This is MHC class I binding data. (1) The peptide sequence is SDYLELDTK. The MHC is Patr-B2401 with pseudo-sequence Patr-B2401. The binding affinity (normalized) is 0. (2) The peptide sequence is VYSFDESSF. The binding affinity (normalized) is 0.0847. The MHC is HLA-A02:06 with pseudo-sequence HLA-A02:06. (3) The peptide sequence is MAVELFQTI. The MHC is HLA-B35:01 with pseudo-sequence HLA-B35:01. The binding affinity (normalized) is 0.620. (4) The MHC is HLA-A29:02 with pseudo-sequence HLA-A29:02. The peptide sequence is LQNFCQHLV. The binding affinity (normalized) is 0.723. (5) The peptide sequence is VILPDKIDGL. The MHC is HLA-A02:03 with pseudo-sequence HLA-A02:03. The binding affinity (normalized) is 0.141.